The task is: Predict the product of the given reaction.. This data is from Forward reaction prediction with 1.9M reactions from USPTO patents (1976-2016). (1) The product is: [O:20]1[C:24]2[CH:25]=[CH:26][C:27]([CH2:29][CH2:30][NH:31][C:3]3[S:4]/[C:5](=[CH:9]\[C:10]4[CH:11]=[C:12]5[C:17](=[CH:18][CH:19]=4)[N:16]=[CH:15][CH:14]=[CH:13]5)/[C:6](=[O:8])[N:7]=3)=[CH:28][C:23]=2[O:22][CH2:21]1. Given the reactants CS[C:3]1[S:4]/[C:5](=[CH:9]\[C:10]2[CH:11]=[C:12]3[C:17](=[CH:18][CH:19]=2)[N:16]=[CH:15][CH:14]=[CH:13]3)/[C:6](=[O:8])[N:7]=1.[O:20]1[C:24]2[CH:25]=[CH:26][C:27]([CH2:29][CH2:30][NH2:31])=[CH:28][C:23]=2[O:22][CH2:21]1.CCN(C(C)C)C(C)C, predict the reaction product. (2) Given the reactants [C:1]([CH2:3][CH:4]([N:19]1[CH:23]=[CH:22][C:21]([C:24]2[C:25]3[CH:32]=[CH:31][N:30]([CH2:33][O:34][CH2:35][CH2:36][Si:37]([CH3:40])([CH3:39])[CH3:38])[C:26]=3[N:27]=[CH:28][N:29]=2)=[CH:20]1)[CH2:5][N:6]1[CH2:11][CH2:10][N:9](C(OC(C)(C)C)=O)[CH2:8][CH2:7]1)#[N:2].[ClH:41], predict the reaction product. The product is: [ClH:41].[N:6]1([CH2:5][CH:4]([N:19]2[CH:23]=[CH:22][C:21]([C:24]3[C:25]4[CH:32]=[CH:31][N:30]([CH2:33][O:34][CH2:35][CH2:36][Si:37]([CH3:38])([CH3:40])[CH3:39])[C:26]=4[N:27]=[CH:28][N:29]=3)=[CH:20]2)[CH2:3][C:1]#[N:2])[CH2:11][CH2:10][NH:9][CH2:8][CH2:7]1. (3) Given the reactants [F:1][C:2]([F:27])([F:26])[CH2:3][N:4]1[CH:13]=[CH:12][C:11]2[C:6](=[CH:7][C:8]([S:14][Si](C(C)C)(C(C)C)C(C)C)=[CH:9][CH:10]=2)[C:5]1=[O:25], predict the reaction product. The product is: [F:27][C:2]([F:1])([F:26])[CH2:3][N:4]1[CH:13]=[CH:12][C:11]2[C:6](=[CH:7][C:8]([SH:14])=[CH:9][CH:10]=2)[C:5]1=[O:25]. (4) Given the reactants [O:1]1[C:10]2[C:5](=[CH:6][CH:7]=[CH:8][CH:9]=2)[C@H:4]([NH:11][C:12]([C@@H:14]2[CH2:19][N:18]3[CH2:20][C:21]([F:24])([F:23])[CH2:22][C@@H:17]3[CH2:16][N:15]2[C:25](=[O:40])[C@@H:26]([NH:33][C:34](=[O:39])[C@H:35]([CH3:38])[NH:36][CH3:37])[CH:27]2[CH2:32][CH2:31][O:30][CH2:29][CH2:28]2)=[O:13])[CH2:3][CH2:2]1.C(OCC)(=O)C.[ClH:47], predict the reaction product. The product is: [ClH:47].[ClH:47].[O:1]1[C:10]2[C:5](=[CH:6][CH:7]=[CH:8][CH:9]=2)[C@H:4]([NH:11][C:12]([C@@H:14]2[CH2:19][N:18]3[CH2:20][C:21]([F:23])([F:24])[CH2:22][C@@H:17]3[CH2:16][N:15]2[C:25](=[O:40])[C@@H:26]([NH:33][C:34](=[O:39])[C@H:35]([CH3:38])[NH:36][CH3:37])[CH:27]2[CH2:32][CH2:31][O:30][CH2:29][CH2:28]2)=[O:13])[CH2:3][CH2:2]1. (5) Given the reactants [OH:1][C:2]1[CH:3]=[C:4]([CH:7]=[CH:8][CH:9]=1)[C:5]#[N:6].Cl[C:11]1[C:20]2[C:15](=[CH:16][C:17]([O:21][CH3:22])=[CH:18][CH:19]=2)[CH:14]=[C:13]([NH:23][C:24]2[CH:28]=[CH:27][NH:26][N:25]=2)[N:12]=1, predict the reaction product. The product is: [CH3:22][O:21][C:17]1[CH:16]=[C:15]2[C:20](=[CH:19][CH:18]=1)[C:11]([O:1][C:2]1[CH:3]=[C:4]([CH:7]=[CH:8][CH:9]=1)[C:5]#[N:6])=[N:12][C:13]([NH:23][C:24]1[CH:28]=[CH:27][NH:26][N:25]=1)=[CH:14]2.